From a dataset of Catalyst prediction with 721,799 reactions and 888 catalyst types from USPTO. Predict which catalyst facilitates the given reaction. (1) Reactant: [CH:1]1[C:18]2[C:5](=[CH:6][C:7]3[C:16]([CH:17]=2)=[CH:15][C:14]2[C:9](=[CH:10][CH:11]=[CH:12][CH:13]=2)[CH:8]=3)[CH:4]=[CH:3][CH:2]=1.C1C(=O)N([Br:26])C(=O)C1.CC(N=NC(C#N)(C)C)(C#N)C.Br. Product: [Br:26][C:3]1[CH:4]=[C:5]2[C:18]([CH:17]=[C:16]3[C:7](=[CH:6]2)[CH:8]=[C:9]2[C:14]([CH:13]=[CH:12][CH:11]=[CH:10]2)=[CH:15]3)=[CH:1][CH:2]=1. The catalyst class is: 53. (2) Reactant: [NH2:1][C:2]1[CH:31]=[CH:30][C:5]2[NH:6][C:7]([C:12]3[C:13](=[O:29])[C:14]([CH2:24][CH2:25][CH:26]4[CH2:28][CH2:27]4)([CH3:23])[C:15]4[C:20]([C:21]=3[OH:22])=[CH:19][CH:18]=[CH:17][CH:16]=4)=[N:8][S:9](=[O:11])(=[O:10])[C:4]=2[CH:3]=1.C(N(CC)C(C)C)(C)C.[C:41]([O:45][C:46](=[O:52])[CH2:47][S:48](Cl)(=[O:50])=[O:49])([CH3:44])([CH3:43])[CH3:42]. Product: [CH:26]1([CH2:25][CH2:24][C:14]2([CH3:23])[C:15]3[C:20](=[CH:19][CH:18]=[CH:17][CH:16]=3)[C:21]([OH:22])=[C:12]([C:7]3[NH:6][C:5]4[CH:30]=[CH:31][C:2]([NH:1][S:48]([CH2:47][C:46]([O:45][C:41]([CH3:44])([CH3:43])[CH3:42])=[O:52])(=[O:50])=[O:49])=[CH:3][C:4]=4[S:9](=[O:11])(=[O:10])[N:8]=3)[C:13]2=[O:29])[CH2:28][CH2:27]1. The catalyst class is: 4. (3) Reactant: [NH2:1][C:2]1[CH:3]=[C:4]([CH:14]=[CH:15][CH:16]=1)[CH2:5][NH:6][C:7](=[O:13])[O:8][C:9]([CH3:12])([CH3:11])[CH3:10].CCN(CC)CC.[C:24](Cl)(=[O:26])[CH3:25]. Product: [C:24]([NH:1][C:2]1[CH:3]=[C:4]([CH:14]=[CH:15][CH:16]=1)[CH2:5][NH:6][C:7](=[O:13])[O:8][C:9]([CH3:12])([CH3:11])[CH3:10])(=[O:26])[CH3:25]. The catalyst class is: 2. (4) Reactant: [NH2:1][C:2]1[N:6]([CH2:7][C:8]2[CH:13]=[CH:12][CH:11]=[CH:10][C:9]=2[F:14])[N:5]=[C:4]([C:15]([O:17][CH2:18][CH3:19])=[O:16])[CH:3]=1.CN(C)[CH:22]=[C:23]([F:26])[CH:24]=O.FC(F)(F)C(O)=O. Product: [F:26][C:23]1[CH:22]=[C:3]2[C:4]([C:15]([O:17][CH2:18][CH3:19])=[O:16])=[N:5][N:6]([CH2:7][C:8]3[CH:13]=[CH:12][CH:11]=[CH:10][C:9]=3[F:14])[C:2]2=[N:1][CH:24]=1. The catalyst class is: 12. (5) Reactant: [CH:1]([C:4]1[CH:10]=[CH:9][CH:8]=[C:7]([CH:11]([CH3:13])[CH3:12])[C:5]=1[NH2:6])([CH3:3])[CH3:2].C([N:16]([CH2:19][CH3:20])CC)C.Cl[S:22]([C:25]1[CH:33]=[CH:32][CH:31]=[CH:30][C:26]=1[C:27](Cl)=[O:28])(=[O:24])=[O:23]. Product: [CH:11]([C:7]1[CH:8]=[CH:9][CH:10]=[C:4]([CH:1]([CH3:3])[CH3:2])[C:5]=1[NH:6][C:27](=[O:28])[C:26]1[CH:30]=[CH:31][CH:32]=[CH:33][C:25]=1[S:22](=[O:24])(=[O:23])[NH:16][C:19]1[C:20]([CH:1]([CH3:3])[CH3:2])=[CH:9][CH:10]=[CH:4][C:5]=1[CH:7]([CH3:11])[CH3:8])([CH3:13])[CH3:12]. The catalyst class is: 22. (6) Reactant: [C@@H:1]12[CH2:7][C@@H:4]([CH2:5][CH2:6]1)[CH2:3][C@@H:2]2[NH:8][C:9]1[S:10][CH:11]([CH2:15][CH2:16]Br)[C:12](=[O:14])[N:13]=1.[Li+].[CH3:19]C([N-]C(C)C)C.[CH3:26][C:27](C)=[O:28]. Product: [C@@H:1]12[CH2:7][C@@H:4]([CH2:5][CH2:6]1)[CH2:3][C@@H:2]2[NH:8][C:9]1[S:10][C:11]2([CH2:26][CH2:27][O:28][C:15]2([CH3:16])[CH3:19])[C:12](=[O:14])[N:13]=1. The catalyst class is: 1. (7) The catalyst class is: 44. Product: [Cl:1][C:2]1[CH:3]=[C:4]([CH:8]=[CH:9][C:10]=1[CH2:11][NH:12][C:13]([NH:15][CH:16]1[C:22]2[CH:23]=[CH:24][CH:25]=[CH:26][C:21]=2[CH2:20][CH2:19][C:18]2[CH:27]=[CH:28][CH:29]=[CH:30][C:17]1=2)=[O:14])[C:5]([NH:74][CH2:73][CH2:72][CH2:71][N:70]1[CH2:69][CH2:68][CH2:67][CH2:66][CH:65]1[CH3:64])=[O:6]. Reactant: [Cl:1][C:2]1[CH:3]=[C:4]([CH:8]=[CH:9][C:10]=1[CH2:11][NH:12][C:13]([NH:15][CH:16]1[C:22]2[CH:23]=[CH:24][CH:25]=[CH:26][C:21]=2[CH2:20][CH2:19][C:18]2[CH:27]=[CH:28][CH:29]=[CH:30][C:17]1=2)=[O:14])[C:5](O)=[O:6].CN(C(ON1N=NC2C=CC=NC1=2)=[N+](C)C)C.F[P-](F)(F)(F)(F)F.CCN(C(C)C)C(C)C.[CH3:64][CH:65]1[N:70]([CH2:71][CH2:72][CH2:73][NH2:74])[CH2:69][CH2:68][CH2:67][CH2:66]1. (8) Reactant: [CH2:1]([C:8]#[N:9])[C:2]1[CH:7]=[CH:6][CH:5]=[CH:4][CH:3]=1.[H-].[Na+].Br[C:13]([CH3:19])([CH3:18])[C:14]([O:16][CH3:17])=[O:15].C([O-])(O)=O.[Na+]. Product: [CH3:17][O:16][C:14](=[O:15])[C:13]([CH3:19])([CH3:18])[CH:1]([C:8]#[N:9])[C:2]1[CH:7]=[CH:6][CH:5]=[CH:4][CH:3]=1. The catalyst class is: 1. (9) Reactant: B(Br)(Br)Br.[CH2:5]([C:9]1([C:14]2[CH:19]=[C:18]([O:20]C)[CH:17]=[C:16]([O:22]C)[CH:15]=2)[S:13][CH2:12][CH2:11][S:10]1)[CH2:6][CH2:7][CH3:8]. Product: [CH2:5]([C:9]1([C:14]2[CH:15]=[C:16]([OH:22])[CH:17]=[C:18]([OH:20])[CH:19]=2)[S:10][CH2:11][CH2:12][S:13]1)[CH2:6][CH2:7][CH3:8]. The catalyst class is: 2. (10) Reactant: [NH2:1][C:2]1[CH:7]=[CH:6][C:5]([C:8]2[C:16]3[C:11](=[N:12][CH:13]=[N:14][C:15]=3[NH2:17])[N:10]([C@H:18]3[CH2:23][CH2:22][C@@H:21]([N:24]4[CH2:29][CH2:28][N:27]([CH3:30])[CH2:26][CH2:25]4)[CH2:20][CH2:19]3)[N:9]=2)=[CH:4][CH:3]=1.[C:31]1([CH3:40])[CH:36]=[CH:35][CH:34]=[C:33]([N:37]=[C:38]=[O:39])[CH:32]=1. Product: [NH2:17][C:15]1[N:14]=[CH:13][N:12]=[C:11]2[N:10]([C@H:18]3[CH2:23][CH2:22][C@@H:21]([N:24]4[CH2:25][CH2:26][N:27]([CH3:30])[CH2:28][CH2:29]4)[CH2:20][CH2:19]3)[N:9]=[C:8]([C:5]3[CH:4]=[CH:3][C:2]([NH:1][C:38]([NH:37][C:33]4[CH:34]=[CH:35][CH:36]=[C:31]([CH3:40])[CH:32]=4)=[O:39])=[CH:7][CH:6]=3)[C:16]=12. The catalyst class is: 17.